From a dataset of Reaction yield outcomes from USPTO patents with 853,638 reactions. Predict the reaction yield, written as a fraction of the theoretical maximum amount of product (1.0 means a 100% yield; for example, 0.34 means a 34% yield). The reactants are CC(C1C=C(C(C)C)C(C2C=CC=CC=2P(C2CCCCC2)C2CCCCC2)=C(C(C)C)C=1)C.Br[C:36]1[C:37]([N:56]2[CH2:60][CH2:59][O:58][C:57]2=[O:61])=[CH:38][C:39]2[O:43][C:42]([C:44]3[CH:49]=[CH:48][C:47]([F:50])=[CH:46][CH:45]=3)=[C:41]([C:51]([NH:53][CH3:54])=[O:52])[C:40]=2[CH:55]=1.[F:62][C:63]1[C:64]2[CH:65]=[C:66]3[C:75]4[N:76]=[C:77]([Sn](C)(C)C)[CH:78]=[CH:79][C:74]=4[O:73][CH2:72][N:67]3[C:68]=2[CH:69]=[CH:70][CH:71]=1. The catalyst is O1CCOCC1.O.C1C=CC(/C=C/C(/C=C/C2C=CC=CC=2)=O)=CC=1.C1C=CC(/C=C/C(/C=C/C2C=CC=CC=2)=O)=CC=1.C1C=CC(/C=C/C(/C=C/C2C=CC=CC=2)=O)=CC=1.[Pd].[Pd]. The product is [F:62][C:63]1[C:64]2[CH:65]=[C:66]3[C:75]4[N:76]=[C:77]([C:36]5[C:37]([N:56]6[CH2:60][CH2:59][O:58][C:57]6=[O:61])=[CH:38][C:39]6[O:43][C:42]([C:44]7[CH:49]=[CH:48][C:47]([F:50])=[CH:46][CH:45]=7)=[C:41]([C:51]([NH:53][CH3:54])=[O:52])[C:40]=6[CH:55]=5)[CH:78]=[CH:79][C:74]=4[O:73][CH2:72][N:67]3[C:68]=2[CH:69]=[CH:70][CH:71]=1. The yield is 0.240.